This data is from Forward reaction prediction with 1.9M reactions from USPTO patents (1976-2016). The task is: Predict the product of the given reaction. (1) Given the reactants [CH2:1]([O:3][C:4]([N:6]1[CH2:12][CH2:11][C:10]2=[N:13][C:14]([C:18]3[CH:23]=[CH:22][N:21]=[CH:20][N:19]=3)=[CH:15][C:16](=[O:17])[N:9]2[CH2:8][CH2:7]1)=[O:5])[CH3:2].C[Si]([N-][Si](C)(C)C)(C)C.[Li+].[CH2:34](I)[CH3:35], predict the reaction product. The product is: [CH2:1]([O:3][C:4]([N:6]1[CH2:12][CH:11]([CH2:34][CH3:35])[C:10]2=[N:13][C:14]([C:18]3[CH:23]=[CH:22][N:21]=[CH:20][N:19]=3)=[CH:15][C:16](=[O:17])[N:9]2[CH2:8][CH2:7]1)=[O:5])[CH3:2]. (2) Given the reactants [F:1][C:2]([F:14])([F:13])[C:3]1[CH:8]=[CH:7][CH:6]=[CH:5][C:4]=1[NH:9][C:10]([NH2:12])=[S:11].Br[CH2:16][C:17]([C:19]1[CH:24]=[CH:23][C:22]([F:25])=[CH:21][CH:20]=1)=O, predict the reaction product. The product is: [F:25][C:22]1[CH:23]=[CH:24][C:19]([C:17]2[N:12]=[C:10]([NH:9][C:4]3[CH:5]=[CH:6][CH:7]=[CH:8][C:3]=3[C:2]([F:13])([F:1])[F:14])[S:11][CH:16]=2)=[CH:20][CH:21]=1. (3) Given the reactants [Cl:1][C:2]1[N:3]=[C:4]([N:31](C(OC(C)(C)C)=O)C(OC(C)(C)C)=O)[NH:5][C:6]=1[C:7]([NH:9][CH2:10][C:11]1[CH:16]=[CH:15][C:14]([Cl:17])=[C:13]([O:18][C:19]2[CH:24]=[C:23]([CH:25]3[CH2:27][CH2:26]3)[CH:22]=[C:21]([C:28]#[N:29])[CH:20]=2)[C:12]=1[F:30])=[O:8].[C:46]([OH:52])([C:48]([F:51])([F:50])[F:49])=[O:47], predict the reaction product. The product is: [F:49][C:48]([F:51])([F:50])[C:46]([OH:52])=[O:47].[NH2:31][C:4]1[NH:5][C:6]([C:7]([NH:9][CH2:10][C:11]2[CH:16]=[CH:15][C:14]([Cl:17])=[C:13]([O:18][C:19]3[CH:24]=[C:23]([CH:25]4[CH2:27][CH2:26]4)[CH:22]=[C:21]([C:28]#[N:29])[CH:20]=3)[C:12]=2[F:30])=[O:8])=[C:2]([Cl:1])[N:3]=1. (4) Given the reactants I[CH2:2][CH:3]1[NH:9][C:8](=[O:10])[C:7]2[CH:11]=[CH:12][CH:13]=[CH:14][C:6]=2[C:5]2[CH:15]=[CH:16][CH:17]=[CH:18][C:4]1=2.[CH2:19]([O:26][C:27]1[CH:32]=[C:31](I)[CH:30]=[CH:29][C:28]=1[N:34]1[S:38](=[O:40])(=[O:39])[N:37]([CH2:41][CH2:42][Si:43]([CH3:46])([CH3:45])[CH3:44])[C:36](=[O:47])[CH2:35]1)[C:20]1[CH:25]=[CH:24][CH:23]=[CH:22][CH:21]=1, predict the reaction product. The product is: [CH2:19]([O:26][C:27]1[CH:32]=[C:31]([CH:30]=[CH:29][C:28]=1[N:34]1[CH2:35][C:36](=[O:47])[N:37]([CH2:41][CH2:42][Si:43]([CH3:44])([CH3:45])[CH3:46])[S:38]1(=[O:39])=[O:40])[CH2:2][CH:3]1[NH:9][C:8](=[O:10])[C:7]2[CH:11]=[CH:12][CH:13]=[CH:14][C:6]=2[C:5]2[CH:15]=[CH:16][CH:17]=[CH:18][C:4]1=2)[C:20]1[CH:25]=[CH:24][CH:23]=[CH:22][CH:21]=1. (5) Given the reactants [OH:1][CH2:2][C:3]1[C:4]([CH3:14])=[CH:5][C:6]2[S:7][CH2:8][C:9](=[O:13])[NH:10][C:11]=2[N:12]=1, predict the reaction product. The product is: [CH3:14][C:4]1[C:3]([CH:2]=[O:1])=[N:12][C:11]2[NH:10][C:9](=[O:13])[CH2:8][S:7][C:6]=2[CH:5]=1. (6) The product is: [CH3:28][C:24]([C:29]1[CH:34]=[CH:33][C:32]([CH3:35])=[CH:31][CH:30]=1)([CH2:23][CH2:22][CH2:21][CH2:20][C:19](=[O:39])[CH2:18][CH2:17][CH2:16][CH2:15][C:11]([CH3:40])([C:8]1[CH:7]=[CH:6][C:5]([CH3:1])=[CH:10][CH:9]=1)[C:12]([OH:14])=[O:13])[C:25]([OH:27])=[O:26]. Given the reactants [CH2:1]([C:5]1[CH:10]=[CH:9][C:8]([C:11]([CH3:40])([CH2:15][CH2:16][CH2:17][CH2:18][C:19](=[O:39])[CH2:20][CH2:21][CH2:22][CH2:23][C:24]([C:29]2[CH:34]=[CH:33][C:32]([CH2:35]C(C)C)=[CH:31][CH:30]=2)([CH3:28])[C:25]([OH:27])=[O:26])[C:12]([OH:14])=[O:13])=[CH:7][CH:6]=1)C(C)C.C(OC(=O)C(C)(C1C=CC(C)=CC=1)CCCCC(=O)CCCCC(C)(C1C=CC(C)=CC=1)C(OCC)=O)C.[OH-].[K+], predict the reaction product. (7) Given the reactants [OH:1][C:2]1[C:7]([NH:8]/[N:9]=[C:10]2\[C:11]([CH3:26])=[N:12][N:13]([C:17]3[CH:18]=[C:19]4[C:23](=[CH:24][CH:25]=3)[CH2:22][CH2:21][CH2:20]4)[C:14]\2=[C:15]=[O:16])=[CH:6][CH:5]=[CH:4][C:3]=1[C:27]1[CH:32]=[CH:31][CH:30]=[C:29]([C:33]([OH:35])=[O:34])[CH:28]=1.[CH2:36]([CH2:38][NH2:39])[OH:37].[CH2:40]([CH2:42][NH2:43])[OH:41].[OH:44][C:45]1[C:50]([NH:51]/[N:52]=[C:53]2/[C:54]([CH3:68])=[N:55][N:56]([C:59]3[CH:60]=[C:61]4[C:65](=[CH:66][CH:67]=3)[CH2:64][CH2:63][CH2:62]4)[C:57]/2=[O:58])=[CH:49][CH:48]=[CH:47][C:46]=1[C:69]1[CH:74]=[CH:73][CH:72]=[C:71]([C:75]([OH:77])=[O:76])[CH:70]=1, predict the reaction product. The product is: [CH2:2]([CH2:7][NH2:8])[OH:1].[CH2:36]([CH2:38][NH2:39])[OH:37].[OH:44][C:45]1[C:50]([NH:51]/[N:52]=[C:53]2/[C:54]([CH3:68])=[N:55][N:56]([C:59]3[CH:60]=[C:61]4[C:65](=[CH:66][CH:67]=3)[CH2:64][CH2:63][CH2:62]4)[C:57]/2=[O:58])=[CH:49][CH:48]=[CH:47][C:46]=1[C:69]1[CH:74]=[CH:73][CH:72]=[C:71]([C:75]([OH:77])=[O:76])[CH:70]=1.[CH2:40]([CH2:42][NH2:43])[OH:41].[CH2:2]([CH2:7][NH2:8])[OH:1].[OH:1][C:2]1[C:7]([NH:8]/[N:9]=[C:10]2\[C:11]([CH3:26])=[N:12][N:13]([C:17]3[CH:18]=[C:19]4[C:23](=[CH:24][CH:25]=3)[CH2:22][CH2:21][CH2:20]4)[C:14]\2=[C:15]=[O:16])=[CH:6][CH:5]=[CH:4][C:3]=1[C:27]1[CH:32]=[CH:31][CH:30]=[C:29]([C:33]([OH:35])=[O:34])[CH:28]=1. (8) Given the reactants [F:1][C:2]1[C:3]([CH3:10])=[C:4]([NH2:9])[C:5]([NH2:8])=[CH:6][CH:7]=1.Cl.S(S([O-])=O)([O-])(=O)=O.[Na+].[Na+].[CH3:21][C:22]1[C:27]([CH:28]=O)=[CH:26][N:25]=[C:24]([NH:30][CH2:31][CH2:32][CH2:33][CH:34]2[CH2:39][CH2:38][N:37]([CH3:40])[CH2:36][CH2:35]2)[N:23]=1.C(N(CC)CC)C, predict the reaction product. The product is: [F:1][C:2]1[CH:7]=[CH:6][C:5]2[NH:8][C:28]([C:27]3[C:22]([CH3:21])=[N:23][C:24]([NH:30][CH2:31][CH2:32][CH2:33][CH:34]4[CH2:35][CH2:36][N:37]([CH3:40])[CH2:38][CH2:39]4)=[N:25][CH:26]=3)=[N:9][C:4]=2[C:3]=1[CH3:10].